From a dataset of Forward reaction prediction with 1.9M reactions from USPTO patents (1976-2016). Predict the product of the given reaction. (1) Given the reactants [O:1]1[C:5]2([CH2:10][CH2:9][C:8](=[O:11])[CH2:7][CH2:6]2)[O:4][CH2:3][CH2:2]1.[BH4-].[Na+].Cl.[Cl-].[Na+], predict the reaction product. The product is: [O:1]1[C:5]2([CH2:10][CH2:9][CH:8]([OH:11])[CH2:7][CH2:6]2)[O:4][CH2:3][CH2:2]1. (2) Given the reactants C([O:3][C:4]([C:6]1[C:7]2[N:8]=[CH:9][CH:10]=[N:11][C:12]=2[C:13]([C:16]2[C:21]([F:22])=[C:20]([O:23][CH3:24])[CH:19]=[C:18]([O:25][CH3:26])[C:17]=2[Cl:27])=[CH:14][CH:15]=1)=O)C.[CH3:28][N:29]1[CH2:34][CH2:33][N:32]([CH2:35][C:36]2[CH:37]=[CH:38][C:39]([NH2:42])=[N:40][CH:41]=2)[CH2:31][CH2:30]1.C[Al](C)C.C([O-])(O)=O.[Na+], predict the reaction product. The product is: [CH3:28][N:29]1[CH2:34][CH2:33][N:32]([CH2:35][C:36]2[CH:37]=[CH:38][C:39]([NH:42][C:4]([C:6]3[C:7]4[N:8]=[CH:9][CH:10]=[N:11][C:12]=4[C:13]([C:16]4[C:21]([F:22])=[C:20]([O:23][CH3:24])[CH:19]=[C:18]([O:25][CH3:26])[C:17]=4[Cl:27])=[CH:14][CH:15]=3)=[O:3])=[N:40][CH:41]=2)[CH2:31][CH2:30]1.